From a dataset of Full USPTO retrosynthesis dataset with 1.9M reactions from patents (1976-2016). Predict the reactants needed to synthesize the given product. Given the product [Cl:1][C:2]1[CH:7]=[CH:6][C:5]([C:8]2[CH:9]=[CH:10][C:11]([CH3:15])=[C:12]([B:23]([OH:24])[OH:22])[CH:13]=2)=[CH:4][CH:3]=1, predict the reactants needed to synthesize it. The reactants are: [Cl:1][C:2]1[CH:7]=[CH:6][C:5]([C:8]2[CH:9]=[CH:10][C:11]([CH3:15])=[C:12](Br)[CH:13]=2)=[CH:4][CH:3]=1.C([Li])CCC.C[O:22][B:23](OC)[O:24]C.Cl.